This data is from Full USPTO retrosynthesis dataset with 1.9M reactions from patents (1976-2016). The task is: Predict the reactants needed to synthesize the given product. (1) Given the product [C:46]1([C:49]2[CH:50]=[CH:51][CH:52]=[CH:53][CH:54]=2)[CH:45]=[CH:44][C:43]([N:42]([C:39]2[CH:40]=[CH:41][C:36]([C:55]3[CH:60]=[CH:59][CH:58]=[CH:57][CH:56]=3)=[CH:37][CH:38]=2)[C:7]2[CH:8]=[CH:9][C:10]3[C:31]4[C:19](=[CH:20][C:21]5[N:22]([CH2:32][CH3:33])[C:23]6[CH:24]=[CH:25][CH:26]=[CH:27][C:28]=6[C:29]=5[CH:30]=4)[C:18]4[C:13](=[CH:14][CH:15]=[CH:16][CH:17]=4)[C:11]=3[CH:12]=2)=[CH:48][CH:47]=1, predict the reactants needed to synthesize it. The reactants are: FC(F)(F)S(O[C:7]1[CH:8]=[CH:9][C:10]2[C:31]3[C:19](=[CH:20][C:21]4[N:22]([CH2:32][CH3:33])[C:23]5[CH:24]=[CH:25][CH:26]=[CH:27][C:28]=5[C:29]=4[CH:30]=3)[C:18]3[C:13](=[CH:14][CH:15]=[CH:16][CH:17]=3)[C:11]=2[CH:12]=1)(=O)=O.[C:36]1([C:55]2[CH:60]=[CH:59][CH:58]=[CH:57][CH:56]=2)[CH:41]=[CH:40][C:39]([NH:42][C:43]2[CH:48]=[CH:47][C:46]([C:49]3[CH:54]=[CH:53][CH:52]=[CH:51][CH:50]=3)=[CH:45][CH:44]=2)=[CH:38][CH:37]=1.C([O-])([O-])=O.[K+].[K+]. (2) Given the product [CH:2]1([N:27]2[CH2:28][CH2:29][CH:24]([C:20]3[C:19]4[C:23](=[C:15]([Cl:14])[CH:16]=[CH:17][CH:18]=4)[NH:22][CH:21]=3)[CH2:25][CH2:26]2)[C:12]2=[C:13]3[C:8](=[CH:9][CH:10]=[CH:11]2)[CH:7]=[CH:6][CH:5]=[C:4]3[CH2:3]1, predict the reactants needed to synthesize it. The reactants are: Br[CH:2]1[C:12]2=[C:13]3[C:8](=[CH:9][CH:10]=[CH:11]2)[CH:7]=[CH:6][CH:5]=[C:4]3[CH2:3]1.[Cl:14][C:15]1[CH:16]=[CH:17][CH:18]=[C:19]2[C:23]=1[NH:22][CH:21]=[C:20]2[CH:24]1[CH2:29][CH2:28][NH:27][CH2:26][CH2:25]1.